This data is from Forward reaction prediction with 1.9M reactions from USPTO patents (1976-2016). The task is: Predict the product of the given reaction. (1) Given the reactants [Cl:1][C:2]1[CH:33]=[CH:32][C:5]([CH2:6][N:7]2[C:15]3[C:10](=[CH:11][C:12]([CH:16]=[C:17]4[S:21][C:20]([N:22]([C@H:24]5[CH2:29][CH2:28][NH:27][CH2:26][C@H:25]5[F:30])[CH3:23])=[N:19][C:18]4=[O:31])=[CH:13][CH:14]=3)[CH:9]=[N:8]2)=[C:4]([C:34]([F:37])([F:36])[F:35])[CH:3]=1.C(=O)([O-])[O-].[K+].[K+].Br[CH2:45][C:46]([NH2:48])=[O:47], predict the reaction product. The product is: [Cl:1][C:2]1[CH:33]=[CH:32][C:5]([CH2:6][N:7]2[C:15]3[C:10](=[CH:11][C:12]([CH:16]=[C:17]4[S:21][C:20]([N:22]([CH3:23])[C@H:24]5[CH2:29][CH2:28][N:27]([CH2:45][C:46]([NH2:48])=[O:47])[CH2:26][C@H:25]5[F:30])=[N:19][C:18]4=[O:31])=[CH:13][CH:14]=3)[CH:9]=[N:8]2)=[C:4]([C:34]([F:36])([F:37])[F:35])[CH:3]=1. (2) Given the reactants [F:1][C:2]([F:15])([F:14])[O:3][C:4]1[CH:9]=[CH:8][C:7]([CH2:10][C:11]([NH2:13])=O)=[CH:6][CH:5]=1.CSC.B, predict the reaction product. The product is: [F:1][C:2]([F:14])([F:15])[O:3][C:4]1[CH:5]=[CH:6][C:7]([CH2:10][CH2:11][NH2:13])=[CH:8][CH:9]=1. (3) Given the reactants [H-].[Na+].[CH:3]1([CH:6]([OH:33])[C:7]2[N:11]([CH3:12])[C:10]3[CH:13]=[C:14]([N:17]4[CH:22]=[CH:21][C:20]([O:23][CH2:24][C:25]5[CH:30]=[CH:29][C:28]([F:31])=[CH:27][CH:26]=5)=[CH:19][C:18]4=[O:32])[CH:15]=[CH:16][C:9]=3[N:8]=2)[CH2:5][CH2:4]1.IC.[CH3:36]N(C=O)C, predict the reaction product. The product is: [CH:3]1([CH:6]([O:33][CH3:36])[C:7]2[N:11]([CH3:12])[C:10]3[CH:13]=[C:14]([N:17]4[CH:22]=[CH:21][C:20]([O:23][CH2:24][C:25]5[CH:30]=[CH:29][C:28]([F:31])=[CH:27][CH:26]=5)=[CH:19][C:18]4=[O:32])[CH:15]=[CH:16][C:9]=3[N:8]=2)[CH2:5][CH2:4]1. (4) Given the reactants [OH:1][CH2:2][C@H:3]([C@@H:5]1[C@:13]2([CH3:14])[C@H:8]([C@@H:9]([OH:15])[CH2:10][CH2:11][CH2:12]2)[CH2:7][CH2:6]1)[CH3:4].C(=O)([O-])O.[Na+].C(=O)([O-])[O-].[K+].[K+].ClN1C(=O)CCC1=O.S([O-])([O-])(=O)=S.[Na+].[Na+], predict the reaction product. The product is: [OH:15][C@@H:9]1[C@H:8]2[C@@:13]([CH3:14])([C@@H:5]([C@H:3]([CH3:4])[CH:2]=[O:1])[CH2:6][CH2:7]2)[CH2:12][CH2:11][CH2:10]1. (5) Given the reactants [I-].[Na+].C[O:4][C:5]1[CH:10]=[CH:9][N:8]=[C:7]([C:11]2[N:15]3[CH:16]=[C:17]([C:20]#[N:21])[CH:18]=[CH:19][C:14]3=[N:13][CH:12]=2)[N:6]=1.Cl[Si](C)(C)C, predict the reaction product. The product is: [OH:4][C:5]1[CH:10]=[CH:9][N:8]=[C:7]([C:11]2[N:15]3[CH:16]=[C:17]([C:20]#[N:21])[CH:18]=[CH:19][C:14]3=[N:13][CH:12]=2)[N:6]=1.